Task: Predict the product of the given reaction.. Dataset: Forward reaction prediction with 1.9M reactions from USPTO patents (1976-2016) Given the reactants [CH2:1]([C:4]1[S:28][C:7]2[N:8]=[C:9]([C:25](O)=[O:26])[N:10]=[C:11]([N:12]3[CH2:17][CH2:16][N:15]4[C:18]([C:21]([F:24])([F:23])[F:22])=[N:19][N:20]=[C:14]4[CH2:13]3)[C:6]=2[CH:5]=1)[CH2:2][CH3:3].[C:29]([NH:32][NH2:33])(=[O:31])[NH2:30].Cl.CN(C(ON1N=NC2C=CC=NC1=2)=[N+](C)C)C.F[P-](F)(F)(F)(F)F.C(N(CC)CC)C, predict the reaction product. The product is: [CH2:1]([C:4]1[S:28][C:7]2[N:8]=[C:9]([C:25]([NH:33][NH:32][C:29]([NH2:30])=[O:31])=[O:26])[N:10]=[C:11]([N:12]3[CH2:17][CH2:16][N:15]4[C:18]([C:21]([F:24])([F:23])[F:22])=[N:19][N:20]=[C:14]4[CH2:13]3)[C:6]=2[CH:5]=1)[CH2:2][CH3:3].